From a dataset of Forward reaction prediction with 1.9M reactions from USPTO patents (1976-2016). Predict the product of the given reaction. (1) Given the reactants [H-].[Na+].[C:3]1([CH2:11][OH:12])[CH:8]=[CH:7][CH:6]=[C:5]([CH2:9][OH:10])[CH:4]=1.[C:13]([Si:17]([CH3:20])([CH3:19])Cl)([CH3:16])([CH3:15])[CH3:14], predict the reaction product. The product is: [O:10]([CH2:9][C:5]1[CH:4]=[C:3]([CH:8]=[CH:7][CH:6]=1)[CH2:11][OH:12])[Si:17]([C:13]([CH3:16])([CH3:15])[CH3:14])([CH3:20])[CH3:19]. (2) Given the reactants Br[CH2:2][C:3]([C:5]1[CH:10]=[CH:9][CH:8]=[C:7]([N+:11]([O-:13])=[O:12])[CH:6]=1)=[O:4].[CH3:14][C:15]([O-:17])=[O:16].[Na+].O, predict the reaction product. The product is: [C:15]([O:17][CH2:2][C:3]([C:5]1[CH:10]=[CH:9][CH:8]=[C:7]([N+:11]([O-:13])=[O:12])[CH:6]=1)=[O:4])(=[O:16])[CH3:14]. (3) The product is: [N:20]1[CH:21]=[CH:22][CH:23]=[C:18]([O:17][CH2:16][C:13]2[CH:14]=[CH:15][C:10]([C:9]([NH:8][C@H:7]([C:6]([OH:36])=[O:5])[CH2:32][CH2:33][S:34][CH3:35])=[O:31])=[C:11]([O:24][C:25]3[CH:26]=[CH:27][CH:28]=[CH:29][CH:30]=3)[CH:12]=2)[CH:19]=1. Given the reactants CO.O.C[O:5][C:6](=[O:36])[C@H:7]([CH2:32][CH2:33][S:34][CH3:35])[NH:8][C:9](=[O:31])[C:10]1[CH:15]=[CH:14][C:13]([CH2:16][O:17][C:18]2[CH:19]=[N:20][CH:21]=[CH:22][CH:23]=2)=[CH:12][C:11]=1[O:24][C:25]1[CH:30]=[CH:29][CH:28]=[CH:27][CH:26]=1.[OH-].[Na+], predict the reaction product. (4) Given the reactants Cl[C:2]1[C:11]2[C:6](=[CH:7][CH:8]=[CH:9][CH:10]=2)[N:5]=[CH:4][N:3]=1.[C:12]([C:16]1[CH:23]=[CH:22][C:19]([CH2:20][NH2:21])=[CH:18][CH:17]=1)([CH3:15])([CH3:14])[CH3:13].C(N(CC)C(C)C)(C)C.FC(F)(F)C(O)=O, predict the reaction product. The product is: [C:12]([C:16]1[CH:17]=[CH:18][C:19]([CH2:20][NH:21][C:2]2[C:11]3[C:6](=[CH:7][CH:8]=[CH:9][CH:10]=3)[N:5]=[CH:4][N:3]=2)=[CH:22][CH:23]=1)([CH3:15])([CH3:13])[CH3:14]. (5) Given the reactants Cl.[NH2:2][OH:3].[OH-].[Na+].[C:6](#[N:19])[CH2:7][CH2:8][CH2:9][CH2:10][CH2:11][CH2:12][CH2:13][CH2:14][CH2:15][CH2:16][CH2:17][CH3:18].NO, predict the reaction product. The product is: [OH:3][N:2]=[C:6]([NH2:19])[CH2:7][CH2:8][CH2:9][CH2:10][CH2:11][CH2:12][CH2:13][CH2:14][CH2:15][CH2:16][CH2:17][CH3:18].